This data is from NCI-60 drug combinations with 297,098 pairs across 59 cell lines. The task is: Regression. Given two drug SMILES strings and cell line genomic features, predict the synergy score measuring deviation from expected non-interaction effect. (1) Drug 1: CC12CCC(CC1=CCC3C2CCC4(C3CC=C4C5=CN=CC=C5)C)O. Drug 2: CC1OCC2C(O1)C(C(C(O2)OC3C4COC(=O)C4C(C5=CC6=C(C=C35)OCO6)C7=CC(=C(C(=C7)OC)O)OC)O)O. Cell line: SF-295. Synergy scores: CSS=52.2, Synergy_ZIP=0.155, Synergy_Bliss=0.112, Synergy_Loewe=-14.0, Synergy_HSA=2.49. (2) Drug 1: C1=CC=C(C=C1)NC(=O)CCCCCCC(=O)NO. Drug 2: C(=O)(N)NO. Cell line: TK-10. Synergy scores: CSS=6.90, Synergy_ZIP=-1.75, Synergy_Bliss=2.45, Synergy_Loewe=-10.7, Synergy_HSA=-0.687. (3) Drug 1: C1=NC2=C(N1)C(=S)N=CN2. Drug 2: CN(CCCl)CCCl.Cl. Cell line: HOP-92. Synergy scores: CSS=30.7, Synergy_ZIP=-7.38, Synergy_Bliss=-8.31, Synergy_Loewe=-11.1, Synergy_HSA=-4.69.